From a dataset of Forward reaction prediction with 1.9M reactions from USPTO patents (1976-2016). Predict the product of the given reaction. (1) Given the reactants [O:1]1[C:5]2[CH:6]=[CH:7][CH:8]=[CH:9][C:4]=2[CH:3]=[C:2]1[C:10]1[CH:15]=[CH:14][CH:13]=[CH:12][C:11]=1[C:16]1[N:20]([CH3:21])[N:19]=[C:18]([C:22]([OH:24])=O)[C:17]=1[CH3:25].[CH3:26][O:27][CH2:28][CH2:29][N:30]1[CH2:35][CH2:34][NH:33][CH2:32][CH2:31]1, predict the reaction product. The product is: [O:1]1[C:5]2[CH:6]=[CH:7][CH:8]=[CH:9][C:4]=2[CH:3]=[C:2]1[C:10]1[CH:15]=[CH:14][CH:13]=[CH:12][C:11]=1[C:16]1[N:20]([CH3:21])[N:19]=[C:18]([C:22]([N:33]2[CH2:34][CH2:35][N:30]([CH2:29][CH2:28][O:27][CH3:26])[CH2:31][CH2:32]2)=[O:24])[C:17]=1[CH3:25]. (2) Given the reactants [Cl:1][C:2]1[CH:21]=[C:20]([Cl:22])[CH:19]=[CH:18][C:3]=1[CH2:4][CH:5]1[CH2:9][CH2:8][N:7]([C@H:10]2[CH2:15][CH2:14][C@H:13]([OH:16])[CH2:12][CH2:11]2)[C:6]1=[O:17].C1(P(C2C=CC=CC=2)C2C=CC=CC=2)C=CC=CC=1.N(C(OCC)=O)=NC(OCC)=O.[N+:54]([C:57]1[CH:65]=[CH:64][C:60]([C:61](O)=[O:62])=[CH:59][CH:58]=1)([O-:56])=[O:55], predict the reaction product. The product is: [Cl:1][C:2]1[CH:21]=[C:20]([Cl:22])[CH:19]=[CH:18][C:3]=1[CH2:4][CH:5]1[CH2:9][CH2:8][N:7]([C@@H:10]2[CH2:11][CH2:12][C@H:13]([O:16][C:61](=[O:62])[C:60]3[CH:59]=[CH:58][C:57]([N+:54]([O-:56])=[O:55])=[CH:65][CH:64]=3)[CH2:14][CH2:15]2)[C:6]1=[O:17]. (3) Given the reactants [C:1]([O:8][CH3:9])(=[O:7])[CH2:2][C:3]([O:5][CH3:6])=[O:4].[H-].[Na+].F[C:13]1[CH:18]=[CH:17][C:16]([C:19]2[CH:24]=[CH:23][CH:22]=[C:21]([NH:25][C:26](=[O:31])[C:27]([F:30])([F:29])[F:28])[CH:20]=2)=[CH:15][C:14]=1[N+:32]([O-:34])=[O:33], predict the reaction product. The product is: [N+:32]([C:14]1[CH:15]=[C:16]([C:19]2[CH:24]=[CH:23][CH:22]=[C:21]([NH:25][C:26](=[O:31])[C:27]([F:28])([F:29])[F:30])[CH:20]=2)[CH:17]=[CH:18][C:13]=1[CH:2]([C:1]([O:8][CH3:9])=[O:7])[C:3]([O:5][CH3:6])=[O:4])([O-:34])=[O:33]. (4) Given the reactants [Cl:1][C:2]1[CH:10]=[CH:9][C:8]2[N:7]([CH2:11][C:12]([C:18]3[CH:23]=[CH:22][C:21]([F:24])=[CH:20][CH:19]=3)(O)[CH2:13][CH2:14][CH2:15][CH3:16])[C:6]3[CH2:25][CH2:26][N:27]([CH3:29])[CH2:28][C:5]=3[C:4]=2[CH:3]=1.[OH-].[K+], predict the reaction product. The product is: [Cl:1][C:2]1[CH:10]=[CH:9][C:8]2[N:7](/[CH:11]=[C:12](/[C:18]3[CH:19]=[CH:20][C:21]([F:24])=[CH:22][CH:23]=3)\[CH2:13][CH2:14][CH2:15][CH3:16])[C:6]3[CH2:25][CH2:26][N:27]([CH3:29])[CH2:28][C:5]=3[C:4]=2[CH:3]=1. (5) The product is: [CH2:19]([O:26][C:27](=[O:30])[CH2:28][N:12]1[C:8]([C:5]2[CH:4]=[CH:3][C:2]([CH3:1])=[CH:7][CH:6]=2)=[N:9][N:10]=[N:11]1)[C:20]1[CH:25]=[CH:24][CH:23]=[CH:22][CH:21]=1. Given the reactants [CH3:1][C:2]1[CH:7]=[CH:6][C:5]([C:8]2[NH:12][N:11]=[N:10][N:9]=2)=[CH:4][CH:3]=1.C([O-])([O-])=O.[K+].[K+].[CH2:19]([O:26][C:27](=[O:30])[CH2:28]Br)[C:20]1[CH:25]=[CH:24][CH:23]=[CH:22][CH:21]=1, predict the reaction product. (6) Given the reactants [C:1]1(=[O:7])[O:6][C:4](=[O:5])[CH:3]=[CH:2]1.[CH3:8][N:9]([CH3:17])[N:10]=[CH:11][C:12]1O[CH:14]=[CH:15][CH:16]=1.FC(F)(F)C(O)=O, predict the reaction product. The product is: [CH3:8][N:9]([CH3:17])[N:10]=[CH:11][C:12]1[CH:16]=[CH:15][CH:14]=[C:3]2[C:2]=1[C:1](=[O:7])[O:6][C:4]2=[O:5]. (7) Given the reactants [Br:1][C:2]1[CH:11]=[CH:10][C:9]2[O:8][CH2:7][C:6]3[CH:12]=[C:13]([C:15]([OH:17])=O)[S:14][C:5]=3[C:4]=2[CH:3]=1.C(Cl)(=O)C([Cl:21])=O.CN(C)C=O, predict the reaction product. The product is: [Br:1][C:2]1[CH:11]=[CH:10][C:9]2[O:8][CH2:7][C:6]3[CH:12]=[C:13]([C:15]([Cl:21])=[O:17])[S:14][C:5]=3[C:4]=2[CH:3]=1. (8) Given the reactants [CH3:1][C:2]1[CH:3]=[C:4]([OH:17])[CH:5]=[CH:6][C:7]=1[CH2:8][CH2:9][CH2:10][CH2:11][N:12]1[CH:16]=[CH:15][N:14]=[N:13]1.[H-].[Na+].Cl[CH2:21][C:22]1[CH:23]=[CH:24][C:25]([C:28]2[CH:33]=[CH:32][CH:31]=[C:30]([C:34]([F:37])([F:36])[F:35])[CH:29]=2)=[N:26][CH:27]=1.O, predict the reaction product. The product is: [CH3:1][C:2]1[CH:3]=[C:4]([CH:5]=[CH:6][C:7]=1[CH2:8][CH2:9][CH2:10][CH2:11][N:12]1[CH:16]=[CH:15][N:14]=[N:13]1)[O:17][CH2:21][C:22]1[CH:23]=[CH:24][C:25]([C:28]2[CH:33]=[CH:32][CH:31]=[C:30]([C:34]([F:37])([F:35])[F:36])[CH:29]=2)=[N:26][CH:27]=1. (9) Given the reactants B(F)(F)F.[Br:5][C:6]1[C:14]2[S:13][C:12]([NH2:15])=[N:11][C:10]=2[CH:9]=[C:8](N)[CH:7]=1.N(OC(C)(C)C)=O.[I:24]I, predict the reaction product. The product is: [Br:5][C:6]1[C:14]2[S:13][C:12]([NH2:15])=[N:11][C:10]=2[CH:9]=[C:8]([I:24])[CH:7]=1. (10) Given the reactants [N+:1]([C:4]1[CH:9]=[CH:8][C:7]([C:10]2[N:18]3[C:13]([CH:14]=[CH:15][CH:16]=[CH:17]3)=[CH:12][C:11]=2[C:19]([F:22])([F:21])[F:20])=[CH:6][CH:5]=1)([O-])=O.CCOC(C)=O, predict the reaction product. The product is: [F:22][C:19]([F:20])([F:21])[C:11]1[CH:12]=[C:13]2[N:18]([C:10]=1[C:7]1[CH:8]=[CH:9][C:4]([NH2:1])=[CH:5][CH:6]=1)[CH2:17][CH2:16][CH2:15][CH2:14]2.